From a dataset of Full USPTO retrosynthesis dataset with 1.9M reactions from patents (1976-2016). Predict the reactants needed to synthesize the given product. Given the product [CH2:1]([C@H:3]1[CH:8]=[CH:7][CH2:6][C@H:5]([CH3:9])[C@@H:4]1[C:10](=[O:12])/[CH:11]=[CH:13]/[CH3:14])[CH3:2], predict the reactants needed to synthesize it. The reactants are: [CH2:1]([C@H:3]1[CH:8]=[CH:7][CH2:6][C@H:5]([CH3:9])[C@H:4]1[C:10](=[O:12])[CH3:11])[CH3:2].[CH3:13][CH2:14][O-].[Na+].[Li+].CC([N-]C(C)C)C.C(C)=O.CC1C=CC(S(O)(=O)=O)=CC=1.O.